From a dataset of Reaction yield outcomes from USPTO patents with 853,638 reactions. Predict the reaction yield, written as a fraction of the theoretical maximum amount of product (1.0 means a 100% yield; for example, 0.34 means a 34% yield). The yield is 0.530. The reactants are N[C:2]1[CH:10]=[C:9]([Br:11])[CH:8]=[CH:7][C:3]=1[C:4]([OH:6])=O.S(Cl)(Cl)=[O:13].N1C=CC=CC=1.[F:22][C:23]([F:33])([F:32])[O:24][C:25]1[CH:30]=[CH:29][C:28]([NH2:31])=[CH:27][CH:26]=1. The product is [Br:11][C:9]1[CH:8]=[CH:7][C:3]([C:4]([NH:31][C:28]2[CH:27]=[CH:26][C:25]([O:24][C:23]([F:32])([F:33])[F:22])=[CH:30][CH:29]=2)=[O:6])=[C:2]([OH:13])[CH:10]=1. The catalyst is CN(C)C=O.C([O-])(O)=O.[Na+].